Dataset: Aqueous solubility values for 9,982 compounds from the AqSolDB database. Task: Regression/Classification. Given a drug SMILES string, predict its absorption, distribution, metabolism, or excretion properties. Task type varies by dataset: regression for continuous measurements (e.g., permeability, clearance, half-life) or binary classification for categorical outcomes (e.g., BBB penetration, CYP inhibition). For this dataset (solubility_aqsoldb), we predict Y. (1) The molecule is Clc1ccc(Br)cc1. The Y is -3.63 log mol/L. (2) The drug is O=C(O)CNCP(=O)(O)O. The Y is -1.21 log mol/L. (3) The drug is Nc1ccccc1. The Y is -0.425 log mol/L. (4) The compound is O=C(O)COc1cc(Cl)c(Cl)c(Cl)c1. The Y is -2.94 log mol/L. (5) The molecule is O=C1C=C(O)C[C@@H](c2ccccc2)C1. The Y is -2.51 log mol/L. (6) The drug is [S-2].[S-2].[Sn+4]. The Y is -3.58 log mol/L.